Dataset: Reaction yield outcomes from USPTO patents with 853,638 reactions. Task: Predict the reaction yield, written as a fraction of the theoretical maximum amount of product (1.0 means a 100% yield; for example, 0.34 means a 34% yield). (1) The reactants are [Cl-].[Al+3].[Cl-].[Cl-].CN(C)C1C=CC=CC=1.C([O:21][C:22]1[CH:27]=[CH:26][C:25](/[CH:28]=[CH:29]/[C:30]2[CH:35]=[C:34]([O:36]CC3C=CC=CC=3)[CH:33]=[C:32]([O:44]CC3C=CC=CC=3)[CH:31]=2)=[CH:24][CH:23]=1)C1C=CC=CC=1. The catalyst is ClCCl. The product is [OH:36][C:34]1[CH:35]=[C:30](/[CH:29]=[CH:28]/[C:25]2[CH:26]=[CH:27][C:22]([OH:21])=[CH:23][CH:24]=2)[CH:31]=[C:32]([OH:44])[CH:33]=1. The yield is 0.900. (2) The reactants are [CH3:1][N:2]([C:11]1[CH:12]=[CH:13][CH:14]=[C:15]2[C:19]=1[NH:18][C:17]([C:20]1[S:21][CH:22]([CH2:25][C:26](=O)[CH:27]=[CH2:28])[CH2:23][N:24]=1)=[CH:16]2)[S:3]([C:6]1[S:7][CH:8]=[CH:9][CH:10]=1)(=[O:5])=[O:4].[OH:30][CH2:31][CH2:32][NH:33][NH2:34].O. The catalyst is O1CCCC1. The product is [OH:30][CH2:31][CH2:32][N:33]1[CH2:28][CH2:27][C:26]([CH2:25][CH:22]2[S:21][C:20]([C:17]3[NH:18][C:19]4[C:15]([CH:16]=3)=[CH:14][CH:13]=[CH:12][C:11]=4[N:2]([CH3:1])[S:3]([C:6]3[S:7][CH:8]=[CH:9][CH:10]=3)(=[O:4])=[O:5])=[N:24][CH2:23]2)=[N:34]1. The yield is 0.580.